From a dataset of NCI-60 drug combinations with 297,098 pairs across 59 cell lines. Regression. Given two drug SMILES strings and cell line genomic features, predict the synergy score measuring deviation from expected non-interaction effect. (1) Drug 2: CN1C(=O)N2C=NC(=C2N=N1)C(=O)N. Synergy scores: CSS=-6.34, Synergy_ZIP=3.14, Synergy_Bliss=0.526, Synergy_Loewe=-4.79, Synergy_HSA=-4.76. Drug 1: CN(C)C1=NC(=NC(=N1)N(C)C)N(C)C. Cell line: A498. (2) Drug 1: C1CC(=O)NC(=O)C1N2CC3=C(C2=O)C=CC=C3N. Drug 2: C1CN(CCN1C(=O)CCBr)C(=O)CCBr. Cell line: OVCAR-4. Synergy scores: CSS=4.21, Synergy_ZIP=-0.121, Synergy_Bliss=2.88, Synergy_Loewe=2.58, Synergy_HSA=1.86. (3) Drug 1: C1C(C(OC1N2C=NC(=NC2=O)N)CO)O. Drug 2: CC1C(C(CC(O1)OC2CC(CC3=C2C(=C4C(=C3O)C(=O)C5=CC=CC=C5C4=O)O)(C(=O)C)O)N)O. Cell line: MOLT-4. Synergy scores: CSS=46.1, Synergy_ZIP=-8.09, Synergy_Bliss=-19.3, Synergy_Loewe=-24.2, Synergy_HSA=-14.1. (4) Drug 1: C1=NC(=NC(=O)N1C2C(C(C(O2)CO)O)O)N. Drug 2: CC12CCC3C(C1CCC2OP(=O)(O)O)CCC4=C3C=CC(=C4)OC(=O)N(CCCl)CCCl.[Na+]. Cell line: PC-3. Synergy scores: CSS=29.8, Synergy_ZIP=-9.24, Synergy_Bliss=-1.44, Synergy_Loewe=-20.8, Synergy_HSA=0.457. (5) Drug 1: CN1C(=O)N2C=NC(=C2N=N1)C(=O)N. Drug 2: C1CC(=O)NC(=O)C1N2C(=O)C3=CC=CC=C3C2=O. Cell line: BT-549. Synergy scores: CSS=1.92, Synergy_ZIP=-0.697, Synergy_Bliss=-1.12, Synergy_Loewe=1.07, Synergy_HSA=-1.12.